This data is from Catalyst prediction with 721,799 reactions and 888 catalyst types from USPTO. The task is: Predict which catalyst facilitates the given reaction. (1) Reactant: C(=O)([O-])[O-].[K+].[K+].[C:7]1([N:13]2[CH2:18][CH2:17][NH:16][CH2:15][CH2:14]2)[CH:12]=[CH:11][CH:10]=[CH:9][CH:8]=1.Cl[CH2:20][C:21]([C:23]1[CH:28]=[CH:27][CH:26]=[CH:25][CH:24]=1)=[O:22].O. Product: [C:23]1([C:21](=[O:22])[CH2:20][N:16]2[CH2:17][CH2:18][N:13]([C:7]3[CH:12]=[CH:11][CH:10]=[CH:9][CH:8]=3)[CH2:14][CH2:15]2)[CH:28]=[CH:27][CH:26]=[CH:25][CH:24]=1. The catalyst class is: 10. (2) Reactant: [ClH:1].[CH2:2]([N:9]([CH2:20][C:21]1[CH:26]=[CH:25][CH:24]=[CH:23][CH:22]=1)[C@H:10]1[CH2:15][CH2:14][C@H:13]([C:16]([O:18]C)=[O:17])[CH2:12][CH2:11]1)[C:3]1[CH:8]=[CH:7][CH:6]=[CH:5][CH:4]=1. Product: [ClH:1].[CH2:20]([N:9]([CH2:2][C:3]1[CH:8]=[CH:7][CH:6]=[CH:5][CH:4]=1)[C@H:10]1[CH2:15][CH2:14][C@H:13]([C:16]([OH:18])=[O:17])[CH2:12][CH2:11]1)[C:21]1[CH:22]=[CH:23][CH:24]=[CH:25][CH:26]=1. The catalyst class is: 33. (3) Reactant: CC(OC(/N=N/C(OC(C)(C)C)=O)=O)(C)C.[Cl:17][C:18]1[CH:19]=[C:20]([CH:35]=[CH:36][C:37]=1[F:38])[NH:21][C:22]1[C:31]2[C:30]([OH:32])=[CH:29][C:28]([O:33][CH3:34])=[CH:27][C:26]=2[N:25]=[CH:24][N:23]=1.[Si:39]([O:46][C@H:47]1[CH2:51][N:50]([C:52]([O:54][C:55]([CH3:58])([CH3:57])[CH3:56])=[O:53])[C@H:49]([CH2:59]O)[CH2:48]1)([C:42]([CH3:45])([CH3:44])[CH3:43])([CH3:41])[CH3:40].C1(P(C2C=CC=CC=2)C2C=CC=CC=2)C=CC=CC=1. Product: [Si:39]([O:46][C@H:47]1[CH2:51][N:50]([C:52]([O:54][C:55]([CH3:58])([CH3:57])[CH3:56])=[O:53])[C@H:49]([CH2:59][O:32][C:30]2[CH:29]=[C:28]([O:33][CH3:34])[CH:27]=[C:26]3[C:31]=2[C:22]([NH:21][C:20]2[CH:35]=[CH:36][C:37]([F:38])=[C:18]([Cl:17])[CH:19]=2)=[N:23][CH:24]=[N:25]3)[CH2:48]1)([C:42]([CH3:45])([CH3:44])[CH3:43])([CH3:41])[CH3:40]. The catalyst class is: 2.